This data is from Full USPTO retrosynthesis dataset with 1.9M reactions from patents (1976-2016). The task is: Predict the reactants needed to synthesize the given product. Given the product [CH3:33][C:2]([CH3:1])([CH3:32])[C:3](=[O:31])[CH2:4][O:5][C:6]1[CH:11]=[CH:10][C:9]([C:12]([C:17]2[CH:22]=[CH:21][C:20]([N:23]([CH3:34])[S:24]([CH2:27][CH3:28])(=[O:26])=[O:25])=[C:19]([CH3:29])[CH:18]=2)([CH2:15][CH3:16])[CH2:13][CH3:14])=[CH:8][C:7]=1[CH3:30], predict the reactants needed to synthesize it. The reactants are: [CH3:1][C:2]([CH3:33])([CH3:32])[C:3](=[O:31])[CH2:4][O:5][C:6]1[CH:11]=[CH:10][C:9]([C:12]([C:17]2[CH:22]=[CH:21][C:20]([NH:23][S:24]([CH2:27][CH3:28])(=[O:26])=[O:25])=[C:19]([CH3:29])[CH:18]=2)([CH2:15][CH3:16])[CH2:13][CH3:14])=[CH:8][C:7]=1[CH3:30].[CH3:34]O.